This data is from Forward reaction prediction with 1.9M reactions from USPTO patents (1976-2016). The task is: Predict the product of the given reaction. (1) Given the reactants [NH2:1][C:2]1[C:7]2[C:8]([C:11]3[CH:16]=[CH:15][C:14]([NH:17][C:18]([NH:20][C:21]4[CH:26]=[CH:25][CH:24]=[C:23]([F:27])[CH:22]=4)=[O:19])=[CH:13][CH:12]=3)=[CH:9][S:10][C:6]=2[C:5]([C:28]2[CH:29]=[N:30][N:31]([CH2:33][CH2:34][OH:35])[CH:32]=2)=[CH:4][N:3]=1.[CH3:36][S:37]([OH:40])(=[O:39])=[O:38], predict the reaction product. The product is: [S:37]([OH:40])(=[O:39])(=[O:38])[CH3:36].[NH2:1][C:2]1[C:7]2[C:8]([C:11]3[CH:12]=[CH:13][C:14]([NH:17][C:18]([NH:20][C:21]4[CH:26]=[CH:25][CH:24]=[C:23]([F:27])[CH:22]=4)=[O:19])=[CH:15][CH:16]=3)=[CH:9][S:10][C:6]=2[C:5]([C:28]2[CH:29]=[N:30][N:31]([CH2:33][CH2:34][OH:35])[CH:32]=2)=[CH:4][N:3]=1. (2) Given the reactants [N+:1]([C:4]1[CH:9]=[C:8]([CH2:10][C:11]2[N:15]3[N:16]=[C:17]([C:20]4[CH:25]=[CH:24][CH:23]=[CH:22][CH:21]=4)[CH:18]=[CH:19][C:14]3=[N:13][N:12]=2)[CH:7]=[CH:6][C:5]=1[NH2:26])([O-])=O.CN(C)C=O, predict the reaction product. The product is: [C:20]1([C:17]2[CH:18]=[CH:19][C:14]3[N:15]([C:11]([CH2:10][C:8]4[CH:9]=[C:4]([NH2:1])[C:5]([NH2:26])=[CH:6][CH:7]=4)=[N:12][N:13]=3)[N:16]=2)[CH:25]=[CH:24][CH:23]=[CH:22][CH:21]=1. (3) The product is: [C:36]([O:40][C:41](=[O:47])[NH:42][CH:43]1[CH2:46][N:45]([CH2:2][C:3]2[CH:8]=[CH:7][N:6]=[C:5]3[N:9]([S:26]([C:29]4[CH:34]=[CH:33][C:32]([CH3:35])=[CH:31][CH:30]=4)(=[O:28])=[O:27])[C:10]([C:12]4[C:20]5[C:15](=[CH:16][C:17]([O:23][CH3:24])=[C:18]([O:21][CH3:22])[CH:19]=5)[N:14]([CH3:25])[CH:13]=4)=[CH:11][C:4]=23)[CH2:44]1)([CH3:39])([CH3:37])[CH3:38].[C:36]([O:40][C:41](=[O:47])[NH:42][CH:43]1[CH2:46][N:45]([CH2:2][C:3]2[CH:8]=[CH:7][N:6]=[C:5]3[NH:9][C:10]([C:12]4[C:20]5[C:15](=[CH:16][C:17]([O:23][CH3:24])=[C:18]([O:21][CH3:22])[CH:19]=5)[N:14]([CH3:25])[CH:13]=4)=[CH:11][C:4]=23)[CH2:44]1)([CH3:39])([CH3:37])[CH3:38]. Given the reactants Cl[CH2:2][C:3]1[CH:8]=[CH:7][N:6]=[C:5]2[N:9]([S:26]([C:29]3[CH:34]=[CH:33][C:32]([CH3:35])=[CH:31][CH:30]=3)(=[O:28])=[O:27])[C:10]([C:12]3[C:20]4[C:15](=[CH:16][C:17]([O:23][CH3:24])=[C:18]([O:21][CH3:22])[CH:19]=4)[N:14]([CH3:25])[CH:13]=3)=[CH:11][C:4]=12.[C:36]([O:40][C:41](=[O:47])[NH:42][CH:43]1[CH2:46][NH:45][CH2:44]1)([CH3:39])([CH3:38])[CH3:37], predict the reaction product. (4) Given the reactants [CH3:1][O:2][C:3]1[CH:4]=[C:5]([C:12](=[O:14])[CH3:13])[CH:6]=[C:7]([O:10][CH3:11])[C:8]=1O.C1(P(C2C=CC=CC=2)C2C=CC=CC=2)C=CC=CC=1.[C:34]([O:38][CH2:39][CH3:40])(=[O:37])CO.C[CH2:42][O:43]C(/N=N/C(OCC)=O)=O, predict the reaction product. The product is: [CH2:39]([O:38][C:34]([C:8]1[C:7]([O:10][CH3:11])=[CH:6][C:5]([C:12](=[O:14])[CH2:13][O:43][CH3:42])=[CH:4][C:3]=1[O:2][CH3:1])=[O:37])[CH3:40]. (5) Given the reactants F[C:2]1[CH:7]=[CH:6][C:5]([N+:8]([O-:10])=[O:9])=[CH:4][CH:3]=1.[C:11]([NH:14][CH:15]1[CH2:19][CH2:18][NH:17][CH2:16]1)(=[O:13])[CH3:12].C(=O)([O-])[O-].[K+].[K+].O, predict the reaction product. The product is: [N+:8]([C:5]1[CH:6]=[CH:7][C:2]([N:17]2[CH2:18][CH2:19][CH:15]([NH:14][C:11](=[O:13])[CH3:12])[CH2:16]2)=[CH:3][CH:4]=1)([O-:10])=[O:9]. (6) Given the reactants [Br:1][C:2]1[CH:11]=[CH:10][C:9]([C:12]([F:15])([F:14])[F:13])=[CH:8][C:3]=1[CH2:4][NH:5][CH2:6][CH3:7].C(N(CC)CC)C.[CH:23]1([C:26](Cl)=[O:27])[CH2:25][CH2:24]1, predict the reaction product. The product is: [Br:1][C:2]1[CH:11]=[CH:10][C:9]([C:12]([F:13])([F:14])[F:15])=[CH:8][C:3]=1[CH2:4][N:5]([CH2:6][CH3:7])[C:26]([CH:23]1[CH2:25][CH2:24]1)=[O:27]. (7) Given the reactants [S:1]1[C:5]2[CH2:6][CH2:7][CH2:8][CH2:9][C:4]=2[N:3]=[C:2]1[C:10]1[C:14]([C:15]([O:17][CH2:18][CH3:19])=[O:16])=[CH:13][NH:12][N:11]=1.Cl[CH2:21][O:22][CH2:23][CH2:24][Si:25]([CH3:28])([CH3:27])[CH3:26].[H-].[Na+], predict the reaction product. The product is: [S:1]1[C:5]2[CH2:6][CH2:7][CH2:8][CH2:9][C:4]=2[N:3]=[C:2]1[C:10]1[C:14]([C:15]([O:17][CH2:18][CH3:19])=[O:16])=[CH:13][N:12]([CH2:21][O:22][CH2:23][CH2:24][Si:25]([CH3:28])([CH3:27])[CH3:26])[N:11]=1. (8) Given the reactants [Br:1][C:2]1[CH:3]=[CH:4][C:5]2[NH:6][C:7]3[C:12]([C:13]=2[CH:14]=1)=[CH:11][CH:10]=[CH:9][CH:8]=3.[C:15](OC(=O)C)(=[O:17])[CH3:16].S(=O)(=O)(O)O, predict the reaction product. The product is: [C:15]([N:6]1[C:5]2[CH:4]=[CH:3][C:2]([Br:1])=[CH:14][C:13]=2[C:12]2[C:7]1=[CH:8][CH:9]=[CH:10][CH:11]=2)(=[O:17])[CH3:16].